Predict the reaction yield, written as a fraction of the theoretical maximum amount of product (1.0 means a 100% yield; for example, 0.34 means a 34% yield). From a dataset of Reaction yield outcomes from USPTO patents with 853,638 reactions. (1) The reactants are [CH3:1][C:2]1[CH:3]=[C:4]([C:12]2[N:13]=[C:14]([CH2:17][CH2:18][C:19]([O:21]C)=[O:20])[O:15][CH:16]=2)[CH:5]=[C:6]([C:8]([F:11])([F:10])[F:9])[CH:7]=1.[OH-].[Na+]. The catalyst is CO. The product is [CH3:1][C:2]1[CH:3]=[C:4]([C:12]2[N:13]=[C:14]([CH2:17][CH2:18][C:19]([OH:21])=[O:20])[O:15][CH:16]=2)[CH:5]=[C:6]([C:8]([F:10])([F:11])[F:9])[CH:7]=1. The yield is 0.750. (2) The reactants are [C:1]([O:5][C:6]([NH:8][CH2:9][C:10]([NH:12][NH:13][C:14]([C:16]([O:18][CH2:19][CH3:20])=[O:17])=[O:15])=O)=[O:7])([CH3:4])([CH3:3])[CH3:2].C(N(CC)CC)C.C1(P(C2C=CC=CC=2)C2C=CC=CC=2)C=CC=CC=1. The catalyst is C(Cl)(Cl)(Cl)Cl.C(Cl)Cl. The product is [C:1]([O:5][C:6]([NH:8][CH2:9][C:10]1[O:15][C:14]([C:16]([O:18][CH2:19][CH3:20])=[O:17])=[N:13][N:12]=1)=[O:7])([CH3:4])([CH3:3])[CH3:2]. The yield is 0.440. (3) The reactants are Cl[C:2]1[S:3][C:4]2[CH:10]=[CH:9][CH:8]=[C:7]([Cl:11])[C:5]=2[N:6]=1.[NH2:12][C:13]1[CH:18]=[C:17]([Cl:19])[C:16]([OH:20])=[C:15]([Cl:21])[CH:14]=1.C([O-])([O-])=O.[K+].[K+]. The catalyst is CS(C)=O.CCOC(C)=O. The product is [Cl:19][C:17]1[CH:18]=[C:13]([NH2:12])[CH:14]=[C:15]([Cl:21])[C:16]=1[O:20][C:2]1[S:3][C:4]2[CH:10]=[CH:9][CH:8]=[C:7]([Cl:11])[C:5]=2[N:6]=1. The yield is 0.330. (4) The reactants are [F:1][C:2]1[CH:3]=[C:4]([C:10]2[CH:11]=[C:12]([CH2:27]OS(C)(=O)=O)[C:13](=[O:26])[N:14]([CH2:16][CH2:17][CH2:18][C:19]3[CH:24]=[CH:23][C:22]([F:25])=[CH:21][CH:20]=3)[N:15]=2)[CH:5]=[CH:6][C:7]=1[O:8][CH3:9].[CH3:33][N:34]1[CH2:39][CH2:38][NH:37][CH2:36][CH2:35]1. No catalyst specified. The product is [F:1][C:2]1[CH:3]=[C:4]([C:10]2[CH:11]=[C:12]([CH2:27][N:37]3[CH2:38][CH2:39][N:34]([CH3:33])[CH2:35][CH2:36]3)[C:13](=[O:26])[N:14]([CH2:16][CH2:17][CH2:18][C:19]3[CH:24]=[CH:23][C:22]([F:25])=[CH:21][CH:20]=3)[N:15]=2)[CH:5]=[CH:6][C:7]=1[O:8][CH3:9]. The yield is 0.793. (5) The reactants are [CH3:1][C:2]1[CH:3]=[C:4]([C:19]2[S:23][C:22]([C:24]3(O)[CH2:29][CH2:28][S:27][CH2:26][CH2:25]3)=[N:21][CH:20]=2)[CH:5]=[C:6]([NH:8][C:9]2[N:14]=[C:13]([C:15]([F:18])([F:17])[F:16])[CH:12]=[CH:11][N:10]=2)[CH:7]=1.CS(O)(=O)=O.O=P12OP3(OP(OP(O3)(O1)=O)(=O)O2)=O. The catalyst is C([O-])(O)=O.[Na+]. The product is [S:27]1[CH2:26][CH:25]=[C:24]([C:22]2[S:23][C:19]([C:4]3[CH:5]=[C:6]([NH:8][C:9]4[N:14]=[C:13]([C:15]([F:16])([F:17])[F:18])[CH:12]=[CH:11][N:10]=4)[CH:7]=[C:2]([CH3:1])[CH:3]=3)=[CH:20][N:21]=2)[CH2:29][CH2:28]1. The yield is 0.417.